From a dataset of Reaction yield outcomes from USPTO patents with 853,638 reactions. Predict the reaction yield, written as a fraction of the theoretical maximum amount of product (1.0 means a 100% yield; for example, 0.34 means a 34% yield). (1) The reactants are Br[C:2]1[CH:7]=[CH:6][C:5]([CH:8]([C:19]2[CH:24]=[CH:23][CH:22]=[CH:21][C:20]=2[CH3:25])[CH2:9][C:10]([C:12]2[CH:17]=[CH:16][N:15]=[C:14]([CH3:18])[CH:13]=2)=[O:11])=[CH:4][CH:3]=1.[Cl-].[NH4+].[C:28]([O:32][CH3:33])(=[O:31])[CH:29]=[CH2:30]. The catalyst is CN(C=O)C.C(N(CC)CC)C.CCOC(C)=O. The product is [CH3:33][O:32][C:28](=[O:31])[CH:29]=[CH:30][C:2]1[CH:7]=[CH:6][C:5]([CH:8]([C:19]2[CH:24]=[CH:23][CH:22]=[CH:21][C:20]=2[CH3:25])[CH2:9][C:10]([C:12]2[CH:17]=[CH:16][N:15]=[C:14]([CH3:18])[CH:13]=2)=[O:11])=[CH:4][CH:3]=1. The yield is 0.200. (2) The product is [CH:1]1([C:4]2[NH:8][N:7]=[C:6]([NH:9][C:10]3[C:17]([F:18])=[C:16]([NH:32][CH:33]([CH3:35])[CH3:34])[C:13]([C:14]#[N:15])=[C:12]([NH:20][C@H:21]([C:23]4[CH:28]=[CH:27][C:26]([F:29])=[CH:25][CH:24]=4)[CH3:22])[N:11]=3)[CH:5]=2)[CH2:3][CH2:2]1. The yield is 0.510. The reactants are [CH:1]1([C:4]2[NH:8][N:7]=[C:6]([NH:9][C:10]3[C:17]([F:18])=[C:16](I)[C:13]([C:14]#[N:15])=[C:12]([NH:20][C@H:21]([C:23]4[CH:28]=[CH:27][C:26]([F:29])=[CH:25][CH:24]=4)[CH3:22])[N:11]=3)[CH:5]=2)[CH2:3][CH2:2]1.CC[N:32](C(C)C)[CH:33]([CH3:35])[CH3:34].C(N)(C)C.C(Cl)Cl. The catalyst is CCCCO. (3) The reactants are [F:1][C:2]1([F:56])[CH2:7][CH2:6][CH:5]([C:8]2[C:17]3[CH:16]([O:18][CH2:19][C:20]4[CH:25]=[CH:24][C:23]([O:26][CH3:27])=[CH:22][CH:21]=4)[CH2:15][C:14]([CH3:29])([CH3:28])[CH2:13][C:12]=3[N:11]=[C:10]([CH:30]3[CH2:35][CH2:34][N:33]([C:36]4[N:41]=[CH:40][C:39]([CH:42]=[O:43])=[CH:38][N:37]=4)[CH2:32][CH2:31]3)[C:9]=2[CH:44]([F:55])[C:45]2[CH:50]=[CH:49][C:48]([C:51]([F:54])([F:53])[F:52])=[CH:47][CH:46]=2)[CH2:4][CH2:3]1.[CH:57]([Mg]Br)([CH3:59])[CH3:58].O1CCCC1.[Cl-].[NH4+]. The catalyst is O1CCCC1. The product is [F:56][C:2]1([F:1])[CH2:7][CH2:6][CH:5]([C:8]2[C:17]3[CH:16]([O:18][CH2:19][C:20]4[CH:21]=[CH:22][C:23]([O:26][CH3:27])=[CH:24][CH:25]=4)[CH2:15][C:14]([CH3:28])([CH3:29])[CH2:13][C:12]=3[N:11]=[C:10]([CH:30]3[CH2:31][CH2:32][N:33]([C:36]4[N:41]=[CH:40][C:39]([CH:42]([OH:43])[CH:57]([CH3:59])[CH3:58])=[CH:38][N:37]=4)[CH2:34][CH2:35]3)[C:9]=2[CH:44]([F:55])[C:45]2[CH:46]=[CH:47][C:48]([C:51]([F:53])([F:52])[F:54])=[CH:49][CH:50]=2)[CH2:4][CH2:3]1. The yield is 0.770. (4) The reactants are [CH2:1]([N:3]1[CH:7]=[C:6]([C:8]2[S:16][C:15]3[C:10](=[N:11][CH:12]=[CH:13][C:14]=3[O:17][C:18]3[CH:23]=[CH:22][C:21]([NH2:24])=[CH:20][C:19]=3[F:25])[CH:9]=2)[N:5]=[CH:4]1)[CH3:2].[C:26]1([CH2:32][C:33]([N:35]=[C:36]=[O:37])=[O:34])[CH:31]=[CH:30][CH:29]=[CH:28][CH:27]=1. No catalyst specified. The product is [CH2:1]([N:3]1[CH:7]=[C:6]([C:8]2[S:16][C:15]3[C:10](=[N:11][CH:12]=[CH:13][C:14]=3[O:17][C:18]3[CH:23]=[CH:22][C:21]([NH:24][C:36]([NH:35][C:33](=[O:34])[CH2:32][C:26]4[CH:27]=[CH:28][CH:29]=[CH:30][CH:31]=4)=[O:37])=[CH:20][C:19]=3[F:25])[CH:9]=2)[N:5]=[CH:4]1)[CH3:2]. The yield is 0.450. (5) The catalyst is C1COCC1.O. The product is [NH2:23][C:22]([N:4]1[CH2:5][CH2:6][N:1]([C:7]([O:9][C:10]([CH3:13])([CH3:12])[CH3:11])=[O:8])[CH2:2][CH2:3]1)=[S:21]. The reactants are [N:1]1([C:7]([O:9][C:10]([CH3:13])([CH3:12])[CH3:11])=[O:8])[CH2:6][CH2:5][NH:4][CH2:3][CH2:2]1.Cl.O1CCOCC1.[S-:21][C:22]#[N:23]. The yield is 0.920. (6) The reactants are [Cl:1][C:2]1[CH:3]=[CH:4][C:5]2[N:11]([CH2:12][C:13]([CH3:17])([CH3:16])[CH2:14][OH:15])[C:10](=[O:18])[C@@H:9]([CH2:19][C:20]([NH:22][CH2:23][C:24]3[CH:33]=[CH:32][C:27]([C:28]([O:30]C)=[O:29])=[CH:26][CH:25]=3)=[O:21])[O:8][C@H:7]([C:34]3[CH:39]=[CH:38][CH:37]=[C:36]([O:40][CH3:41])[C:35]=3[O:42][CH3:43])[C:6]=2[CH:44]=1.[OH-].[Na+].C(O)C. The catalyst is O. The product is [Cl:1][C:2]1[CH:3]=[CH:4][C:5]2[N:11]([CH2:12][C:13]([CH3:17])([CH3:16])[CH2:14][OH:15])[C:10](=[O:18])[C@@H:9]([CH2:19][C:20]([NH:22][CH2:23][C:24]3[CH:33]=[CH:32][C:27]([C:28]([OH:30])=[O:29])=[CH:26][CH:25]=3)=[O:21])[O:8][C@H:7]([C:34]3[CH:39]=[CH:38][CH:37]=[C:36]([O:40][CH3:41])[C:35]=3[O:42][CH3:43])[C:6]=2[CH:44]=1. The yield is 0.610. (7) The catalyst is C(Cl)Cl.CO.CO.C(Cl)Cl.CC(O)=O. The yield is 0.320. The product is [Cl:1][C:2]1[CH:3]=[C:4]2[C:9](=[CH:10][CH:11]=1)[N:8]=[C:7]([NH:12][CH:13]1[CH2:18][CH2:17][CH2:16][CH:15]([NH:19][CH2:30][C:22]3[CH:21]=[N:20][C:29]4[C:24]([CH:23]=3)=[CH:25][CH:26]=[CH:27][CH:28]=4)[CH2:14]1)[CH:6]=[CH:5]2. The reactants are [Cl:1][C:2]1[CH:3]=[C:4]2[C:9](=[CH:10][CH:11]=1)[N:8]=[C:7]([NH:12][CH:13]1[CH2:18][CH2:17][CH2:16][CH:15]([NH2:19])[CH2:14]1)[CH:6]=[CH:5]2.[N:20]1[C:29]2[C:24](=[CH:25][CH:26]=[CH:27][CH:28]=2)[CH:23]=[C:22]([CH:30]=O)[CH:21]=1.